This data is from Peptide-MHC class I binding affinity with 185,985 pairs from IEDB/IMGT. The task is: Regression. Given a peptide amino acid sequence and an MHC pseudo amino acid sequence, predict their binding affinity value. This is MHC class I binding data. (1) The MHC is HLA-B15:01 with pseudo-sequence HLA-B15:01. The binding affinity (normalized) is 0.0847. The peptide sequence is AEDLADHHV. (2) The peptide sequence is GALSRRYPH. The MHC is HLA-B57:01 with pseudo-sequence HLA-B57:01. The binding affinity (normalized) is 0.0847. (3) The peptide sequence is LPYVGDTSM. The MHC is HLA-B54:01 with pseudo-sequence HLA-B54:01. The binding affinity (normalized) is 0.523. (4) The peptide sequence is SLLHESTLK. The MHC is HLA-A02:16 with pseudo-sequence HLA-A02:16. The binding affinity (normalized) is 0.0847. (5) The peptide sequence is TTDDSTSYY. The MHC is HLA-A02:19 with pseudo-sequence HLA-A02:19. The binding affinity (normalized) is 0.0847. (6) The peptide sequence is KSLTTTMQFK. The MHC is HLA-C06:02 with pseudo-sequence HLA-C06:02. The binding affinity (normalized) is 0.0847.